Task: Predict the reactants needed to synthesize the given product.. Dataset: Full USPTO retrosynthesis dataset with 1.9M reactions from patents (1976-2016) (1) Given the product [F:27][C:28]1[CH:33]=[CH:32][CH:31]=[CH:30][C:29]=1[S:34]([NH:19][C:15]1[CH:16]=[CH:17][CH:18]=[C:13]([CH:4]2[CH2:3][C:2]([CH3:20])([CH3:1])[C:11]3[C:6](=[CH:7][CH:8]=[C:9]([CH3:12])[CH:10]=3)[NH:5]2)[CH:14]=1)(=[O:36])=[O:35], predict the reactants needed to synthesize it. The reactants are: [CH3:1][C:2]1([CH3:20])[C:11]2[C:6](=[CH:7][CH:8]=[C:9]([CH3:12])[CH:10]=2)[NH:5][CH:4]([C:13]2[CH:14]=[C:15]([NH2:19])[CH:16]=[CH:17][CH:18]=2)[CH2:3]1.N1C=CC=CC=1.[F:27][C:28]1[CH:33]=[CH:32][CH:31]=[CH:30][C:29]=1[S:34](Cl)(=[O:36])=[O:35]. (2) The reactants are: [CH3:1][O:2][C:3]1[CH:8]=[CH:7][C:6]([C:9]2[CH:10]=[N:11][C:12]([NH2:15])=[N:13][CH:14]=2)=[CH:5][CH:4]=1.[CH3:16][C:17]1[CH:22]=[CH:21][C:20]([S:23](Cl)(=[O:25])=[O:24])=[CH:19][CH:18]=1. Given the product [CH3:16][C:17]1[CH:22]=[CH:21][C:20]([S:23]([NH:15][C:12]2[N:11]=[CH:10][C:9]([C:6]3[CH:5]=[CH:4][C:3]([O:2][CH3:1])=[CH:8][CH:7]=3)=[CH:14][N:13]=2)(=[O:25])=[O:24])=[CH:19][CH:18]=1, predict the reactants needed to synthesize it.